From a dataset of Forward reaction prediction with 1.9M reactions from USPTO patents (1976-2016). Predict the product of the given reaction. (1) Given the reactants [CH3:1][O:2][CH:3]([C:7]1[CH:12]=[CH:11][C:10]([C:13]2[CH:14]=[N:15][N:16]([C:18]([C:35]3[CH:40]=[CH:39][C:38]([O:41][CH3:42])=[CH:37][CH:36]=3)([C:27]3[CH:32]=[CH:31][C:30]([O:33][CH3:34])=[CH:29][CH:28]=3)[C:19]3[CH:24]=[CH:23][C:22]([O:25][CH3:26])=[CH:21][CH:20]=3)[CH:17]=2)=[CH:9][CH:8]=1)[C:4]([O-])=[O:5].[K+].C(N(C(C)C)CC)(C)C.COCCN(S(F)(F)F)CCOC.Cl.[CH3:67][NH:68][O:69][CH3:70], predict the reaction product. The product is: [CH3:70][O:69][N:68]([CH3:67])[C:4](=[O:5])[CH:3]([O:2][CH3:1])[C:7]1[CH:8]=[CH:9][C:10]([C:13]2[CH:14]=[N:15][N:16]([C:18]([C:19]3[CH:20]=[CH:21][C:22]([O:25][CH3:26])=[CH:23][CH:24]=3)([C:27]3[CH:28]=[CH:29][C:30]([O:33][CH3:34])=[CH:31][CH:32]=3)[C:35]3[CH:40]=[CH:39][C:38]([O:41][CH3:42])=[CH:37][CH:36]=3)[CH:17]=2)=[CH:11][CH:12]=1. (2) Given the reactants [NH2:1][C:2]1[CH:24]=[CH:23][C:5]([O:6][C:7]2[CH:12]=[CH:11][N:10]=[C:9]3[CH:13]=[C:14]([C:16]([N:18]4[CH2:22][CH2:21][CH2:20][CH2:19]4)=[O:17])[S:15][C:8]=23)=[C:4]([F:25])[CH:3]=1.C1C=CC2N(O)N=NC=2C=1.C(Cl)CCl.[O:40]=[C:41]([NH:46][C:47]1[CH:52]=[CH:51][CH:50]=[CH:49][CH:48]=1)[CH2:42][C:43](O)=[O:44], predict the reaction product. The product is: [F:25][C:4]1[CH:3]=[C:2]([NH:1][C:43](=[O:44])[CH2:42][C:41]([NH:46][C:47]2[CH:48]=[CH:49][CH:50]=[CH:51][CH:52]=2)=[O:40])[CH:24]=[CH:23][C:5]=1[O:6][C:7]1[CH:12]=[CH:11][N:10]=[C:9]2[CH:13]=[C:14]([C:16]([N:18]3[CH2:19][CH2:20][CH2:21][CH2:22]3)=[O:17])[S:15][C:8]=12. (3) Given the reactants C(O[C:9]1[C:14]([CH:15]=O)=[CH:13][CH:12]=[CH:11][C:10]=1[C:17]1[CH:22]=[CH:21][CH:20]=[CH:19][CH:18]=1)C1C=CC=CC=1.[CH3:23]OC1C(N)=CC=CC=1.[OH2:32], predict the reaction product. The product is: [CH3:15][C:14]1[CH:13]=[CH:12][CH:11]=[CH:23][C:9]=1[CH:10]([C:17]1[CH:18]=[CH:19][CH:20]=[CH:21][CH:22]=1)[OH:32].